Dataset: Full USPTO retrosynthesis dataset with 1.9M reactions from patents (1976-2016). Task: Predict the reactants needed to synthesize the given product. (1) Given the product [NH:24]1[C:23]([C:2]#[C:1][C:3]2[CH:4]=[N:5][CH:6]=[C:7]([CH:20]=2)[C:8]([N:10]=[S@@:11]([CH3:19])(=[O:18])[C:12]2[CH:13]=[CH:14][CH:15]=[CH:16][CH:17]=2)=[O:9])=[CH:22][N:26]=[CH:25]1, predict the reactants needed to synthesize it. The reactants are: [C:1]([C:3]1[CH:4]=[N:5][CH:6]=[C:7]([CH:20]=1)[C:8]([N:10]=[S@@:11]([CH3:19])(=[O:18])[C:12]1[CH:17]=[CH:16][CH:15]=[CH:14][CH:13]=1)=[O:9])#[CH:2].I[C:22]1[NH:26][CH:25]=[N:24][CH:23]=1. (2) Given the product [CH3:8][C:6]1[CH:7]=[C:2]([N:13]([CH2:14][CH2:15][OH:16])[CH3:12])[CH:3]=[CH:4][C:5]=1[N+:9]([O-:11])=[O:10], predict the reactants needed to synthesize it. The reactants are: F[C:2]1[CH:3]=[CH:4][C:5]([N+:9]([O-:11])=[O:10])=[C:6]([CH3:8])[CH:7]=1.[CH3:12][NH:13][CH2:14][CH2:15][OH:16].C(N(CC)CC)C. (3) Given the product [CH3:1][O:2][C:3]([C:5]1[S:6][C:7]([C:11]#[C:12][C:13]([CH3:16])([CH3:15])[CH3:14])=[CH:8][C:9]=1[N:34]1[C:33](=[O:35])[CH2:32][O:31][CH2:30][C@H:29]1[CH:23]1[CH2:28][CH2:27][CH2:26][CH2:25][CH2:24]1)=[O:4], predict the reactants needed to synthesize it. The reactants are: [CH3:1][O:2][C:3]([C:5]1[S:6][C:7]([C:11]#[C:12][C:13]([CH3:16])([CH3:15])[CH3:14])=[CH:8][C:9]=1Br)=[O:4].C([O-])([O-])=O.[K+].[K+].[CH:23]1([CH:29]2[NH:34][C:33](=[O:35])[CH2:32][O:31][CH2:30]2)[CH2:28][CH2:27][CH2:26][CH2:25][CH2:24]1. (4) Given the product [C:1]([O:5][C@@H:6]([C:12]1[C:13]([CH3:36])=[N:14][C:15]([CH3:35])=[C:16]([C:26]2[CH:27]=[CH:28][C:29]([O:32][CH2:33][CH3:34])=[CH:30][CH:31]=2)[C:17]=1[N:18]1[CH2:23][CH2:22][C:21]([CH3:24])([CH3:25])[CH2:20][CH2:19]1)[C:7]([OH:9])=[O:8])([CH3:4])([CH3:3])[CH3:2], predict the reactants needed to synthesize it. The reactants are: [C:1]([O:5][C@@H:6]([C:12]1[C:13]([CH3:36])=[N:14][C:15]([CH3:35])=[C:16]([C:26]2[CH:31]=[CH:30][C:29]([O:32][CH2:33][CH3:34])=[CH:28][CH:27]=2)[C:17]=1[N:18]1[CH2:23][CH2:22][C:21]([CH3:25])([CH3:24])[CH2:20][CH2:19]1)[C:7]([O:9]CC)=[O:8])([CH3:4])([CH3:3])[CH3:2].[Li+].[OH-]. (5) Given the product [CH3:1][O:2][C:3]1[CH:8]=[CH:7][CH:6]=[CH:5][C:4]=1[N:9]1[CH2:10][CH2:11][N:12]([C:15]2[S:16][C:17]([C:26]([OH:28])=[O:27])=[C:18]([C:20]3[CH:21]=[CH:22][CH:23]=[CH:24][CH:25]=3)[N:19]=2)[CH2:13][CH2:14]1, predict the reactants needed to synthesize it. The reactants are: [CH3:1][O:2][C:3]1[CH:8]=[CH:7][CH:6]=[CH:5][C:4]=1[N:9]1[CH2:14][CH2:13][N:12]([C:15]2[S:16][C:17]([C:26]([O:28]CC)=[O:27])=[C:18]([C:20]3[CH:25]=[CH:24][CH:23]=[CH:22][CH:21]=3)[N:19]=2)[CH2:11][CH2:10]1.[OH-].[Na+]. (6) Given the product [N:1]1([CH2:8][CH2:9][CH2:10][O:11][C:12]2[CH:17]=[CH:16][C:15]([N:18]3[CH2:23][CH2:22][NH:21][CH2:20][C:19]3=[O:31])=[CH:14][CH:13]=2)[CH2:7][CH2:6][CH2:5][CH2:4][CH2:3][CH2:2]1, predict the reactants needed to synthesize it. The reactants are: [N:1]1([CH2:8][CH2:9][CH2:10][O:11][C:12]2[CH:17]=[CH:16][C:15]([N:18]3[CH2:23][CH2:22][N:21](C(OC(C)(C)C)=O)[CH2:20][C:19]3=[O:31])=[CH:14][CH:13]=2)[CH2:7][CH2:6][CH2:5][CH2:4][CH2:3][CH2:2]1.C(O)(C(F)(F)F)=O.C(Cl)Cl. (7) Given the product [CH2:38]([C:35]1[O:36][CH:37]=[C:33]([CH2:32][N:7]2[C:6]3[CH:8]=[C:9]([C:11]4[CH:16]=[CH:15][CH:14]=[CH:13][CH:12]=4)[S:10][C:5]=3[C:4](=[O:17])[N:3]([CH:18]3[CH2:23][CH2:22][N:21]([C:24]([O:26][C:27]([CH3:30])([CH3:29])[CH3:28])=[O:25])[CH2:20][CH2:19]3)[C:2]2=[O:1])[N:34]=1)[CH3:39], predict the reactants needed to synthesize it. The reactants are: [O:1]=[C:2]1[NH:7][C:6]2[CH:8]=[C:9]([C:11]3[CH:16]=[CH:15][CH:14]=[CH:13][CH:12]=3)[S:10][C:5]=2[C:4](=[O:17])[N:3]1[CH:18]1[CH2:23][CH2:22][N:21]([C:24]([O:26][C:27]([CH3:30])([CH3:29])[CH3:28])=[O:25])[CH2:20][CH2:19]1.Cl[CH2:32][C:33]1[N:34]=[C:35]([CH2:38][CH3:39])[O:36][CH:37]=1.C(=O)([O-])[O-].[K+].[K+]. (8) Given the product [F:1][C:2]1[CH:3]=[CH:4][C:5]([CH2:8][C:9]2[CH:18]=[C:17]3[C:12]([C:13]([OH:25])=[C:14]([C:20]([NH:26][CH2:27][C:28]4[CH:33]=[CH:32][CH:31]=[CH:30][N:29]=4)=[O:22])[C:15](=[O:19])[NH:16]3)=[N:11][CH:10]=2)=[CH:6][CH:7]=1, predict the reactants needed to synthesize it. The reactants are: [F:1][C:2]1[CH:7]=[CH:6][C:5]([CH2:8][C:9]2[CH:18]=[C:17]3[C:12]([C:13]([OH:25])=[C:14]([C:20]([O:22]CC)=O)[C:15](=[O:19])[NH:16]3)=[N:11][CH:10]=2)=[CH:4][CH:3]=1.[NH2:26][CH2:27][C:28]1[CH:33]=[CH:32][CH:31]=[CH:30][N:29]=1. (9) Given the product [F:8][C:9]([F:17])([F:18])[C:10]1[CH:11]=[C:12]([I:1])[C:13]([OH:16])=[CH:14][CH:15]=1, predict the reactants needed to synthesize it. The reactants are: [I:1]I.C(=O)(O)[O-].[Na+].[F:8][C:9]([F:18])([F:17])[C:10]1[CH:11]=[CH:12][C:13]([OH:16])=[CH:14][CH:15]=1.NC(N)=S. (10) Given the product [NH:1]1[C:5]2=[CH:6][N:7]=[C:8]([CH:10]=[O:11])[CH:9]=[C:4]2[CH:3]=[N:2]1, predict the reactants needed to synthesize it. The reactants are: [NH:1]1[C:5]2=[CH:6][N:7]=[C:8]([CH2:10][OH:11])[CH:9]=[C:4]2[CH:3]=[N:2]1.CS(C)=O.CCN(CC)CC.